Dataset: Peptide-MHC class II binding affinity with 134,281 pairs from IEDB. Task: Regression. Given a peptide amino acid sequence and an MHC pseudo amino acid sequence, predict their binding affinity value. This is MHC class II binding data. The peptide sequence is TPFPHRKGVLFNIQYVNYWF. The MHC is DRB1_0802 with pseudo-sequence DRB1_0802. The binding affinity (normalized) is 0.361.